This data is from Reaction yield outcomes from USPTO patents with 853,638 reactions. The task is: Predict the reaction yield, written as a fraction of the theoretical maximum amount of product (1.0 means a 100% yield; for example, 0.34 means a 34% yield). (1) The reactants are Br[C:2]1[CH:3]=[C:4]([C:8]2[CH:9]=[C:10]([C:14]3([C:27]4[CH:32]=[CH:31][CH:30]=[CH:29][CH:28]=4)[C:26]4[CH:25]=[CH:24][CH:23]=[CH:22][C:21]=4[C:20]4[C:15]3=[CH:16][CH:17]=[CH:18][CH:19]=4)[CH:11]=[CH:12][CH:13]=2)[CH:5]=[CH:6][CH:7]=1.CC(C)([O-])C.[Na+].[NH2:39][C:40]1[CH:45]=[CH:44][CH:43]=[C:42]([CH3:46])[CH:41]=1.C(P(C(C)(C)C)C(C)(C)C)(C)(C)C. The catalyst is C1C=CC(/C=C/C(/C=C/C2C=CC=CC=2)=O)=CC=1.C1C=CC(/C=C/C(/C=C/C2C=CC=CC=2)=O)=CC=1.[Pd].CCCCCC.C1(C)C=CC=CC=1. The product is [CH3:46][C:42]1[CH:41]=[C:40]([NH:39][C:6]2[CH:7]=[CH:2][CH:3]=[C:4]([C:8]3[CH:13]=[CH:12][CH:11]=[C:10]([C:14]4([C:27]5[CH:32]=[CH:31][CH:30]=[CH:29][CH:28]=5)[C:15]5[CH:16]=[CH:17][CH:18]=[CH:19][C:20]=5[C:21]5[C:26]4=[CH:25][CH:24]=[CH:23][CH:22]=5)[CH:9]=3)[CH:5]=2)[CH:45]=[CH:44][CH:43]=1. The yield is 0.910. (2) The product is [NH2:22][C:17]1[CH:18]=[N:19][CH:20]=[CH:21][C:16]=1[C@@H:5]1[CH2:6][C@H:7]([NH:8][C:9](=[O:15])[O:10][C:11]([CH3:14])([CH3:13])[CH3:12])[C@H:2]([O:1][CH3:26])[C@H:3]([CH3:25])[CH2:4]1.[NH2:22][C:17]1[CH:18]=[N:19][CH:20]=[CH:21][C:16]=1[C@H:5]1[CH2:6][C@@H:7]([NH:8][C:9](=[O:15])[O:10][C:11]([CH3:14])([CH3:13])[CH3:12])[C@@H:2]([O:1][CH3:26])[C@@H:3]([CH3:25])[CH2:4]1. The yield is 0.420. The reactants are [OH:1][C@@H:2]1[C@H:7]([NH:8][C:9](=[O:15])[O:10][C:11]([CH3:14])([CH3:13])[CH3:12])[CH:6]=[C:5]([C:16]2[CH:21]=[CH:20][N:19]=[CH:18][C:17]=2[N+:22]([O-])=O)[CH2:4][C@@H:3]1[CH3:25].[CH3:26]C(O)C. The catalyst is [Pd]. (3) The reactants are [CH3:1][C:2]1[CH:10]=[CH:9][C:5]([C:6](Cl)=[O:7])=[CH:4][C:3]=1[N+:11]([O-:13])=[O:12].[CH3:14][Si](C=[N+]=[N-])(C)C.[BrH:21].CC(O)=O.N#N. The catalyst is C(Cl)Cl. The product is [Br:21][CH2:14][C:6]([C:5]1[CH:9]=[CH:10][C:2]([CH3:1])=[C:3]([N+:11]([O-:13])=[O:12])[CH:4]=1)=[O:7]. The yield is 0.930. (4) The reactants are [CH2:1]([O:3][C:4]([C@@H:6]1[N:10]([CH3:11])[C:9](=[O:12])[CH2:8][C@@H:7]1[C:13]1[CH:18]=[CH:17][C:16]([OH:19])=[CH:15][CH:14]=1)=[O:5])[CH3:2].[C:20]([O-])([O-])=O.[Cs+].[Cs+].IC. The catalyst is CC(C)=O. The product is [CH2:1]([O:3][C:4]([C@@H:6]1[N:10]([CH3:11])[C:9](=[O:12])[CH2:8][C@@H:7]1[C:13]1[CH:14]=[CH:15][C:16]([O:19][CH3:20])=[CH:17][CH:18]=1)=[O:5])[CH3:2]. The yield is 0.930. (5) The reactants are C(N(C(C)C)C(C)C)C.[CH:10]1([C:15](Cl)=[O:16])[CH2:14][CH2:13][CH2:12][CH2:11]1.[Cl:18][C:19]1[C:20]([F:29])=[C:21]2[C:27]([NH2:28])=[CH:26][NH:25][C:22]2=[N:23][CH:24]=1. The catalyst is C1COCC1. The product is [Cl:18][C:19]1[C:20]([F:29])=[C:21]2[C:27]([NH:28][C:15]([CH:10]3[CH2:14][CH2:13][CH2:12][CH2:11]3)=[O:16])=[CH:26][NH:25][C:22]2=[N:23][CH:24]=1. The yield is 0.610. (6) The reactants are [C:1]([C@@H:4]1[CH2:8][C@@H:7]([OH:9])[CH2:6][N:5]1[C:10]([O:12][C:13]([CH3:16])([CH3:15])[CH3:14])=[O:11])(=O)[NH2:2].FC(F)(F)C(OC(=O)C(F)(F)F)=O. The catalyst is N1C=CC=CC=1. The product is [C:1]([C@@H:4]1[CH2:8][C@@H:7]([OH:9])[CH2:6][N:5]1[C:10]([O:12][C:13]([CH3:16])([CH3:15])[CH3:14])=[O:11])#[N:2]. The yield is 0.730. (7) The reactants are C([O:3][C:4](=[O:19])[CH:5]([C:8]1[C:13]([F:14])=[CH:12][C:11]([O:15][CH2:16][CH3:17])=[CH:10][C:9]=1[F:18])[O:6][CH3:7])C.[Li+].[OH-].Cl. The catalyst is C1COCC1.CO. The product is [CH2:16]([O:15][C:11]1[CH:10]=[C:9]([F:18])[C:8]([CH:5]([O:6][CH3:7])[C:4]([OH:19])=[O:3])=[C:13]([F:14])[CH:12]=1)[CH3:17]. The yield is 0.980. (8) The reactants are Br[C:2]1[CH:3]=[C:4]([C:8]2[CH:13]=[CH:12][CH:11]=[CH:10][CH:9]=2)[CH:5]=[CH:6][CH:7]=1.C([Li])(C)(C)C.[S:19](Cl)([Cl:22])(=[O:21])=[O:20]. The catalyst is CCOCC.C(OCC)(=O)C. The product is [C:4]1([C:8]2[CH:13]=[CH:12][CH:11]=[CH:10][CH:9]=2)[CH:5]=[CH:6][CH:7]=[C:2]([S:19]([Cl:22])(=[O:21])=[O:20])[CH:3]=1. The yield is 0.490. (9) The reactants are C(O[C:4]([C:6]1[NH:7][N:8]=[C:9]([C:12]2[S:16][C:15]([C:17]3[CH:22]=[CH:21][CH:20]=[CH:19][CH:18]=3)=[N:14][CH:13]=2)[C:10]=1[Cl:11])=[O:5])C.[CH2:23]([NH2:25])[CH3:24]. The catalyst is O1CCCC1.O. The product is [CH2:23]([NH:25][C:4]([C:6]1[NH:7][N:8]=[C:9]([C:12]2[S:16][C:15]([C:17]3[CH:18]=[CH:19][CH:20]=[CH:21][CH:22]=3)=[N:14][CH:13]=2)[C:10]=1[Cl:11])=[O:5])[CH3:24]. The yield is 0.330. (10) The reactants are C(=O)([O-])[O-].[K+].[K+].[C:7]1(/[CH:13]=[CH:14]/B(O)O)[CH:12]=[CH:11][CH:10]=[CH:9][CH:8]=1.I[C:19]1[CH:24]=[CH:23][N:22]([CH2:25][CH2:26][C@@:27]([CH3:42])([S:38]([CH3:41])(=[O:40])=[O:39])[C:28]([NH:30][O:31][CH:32]2[CH2:37][CH2:36][CH2:35][CH2:34][O:33]2)=[O:29])[C:21](=[O:43])[CH:20]=1.O1CCOCC1.O. The catalyst is C(OCC)(=O)C.[Pd]. The product is [CH3:42][C@@:27]([S:38]([CH3:41])(=[O:39])=[O:40])([CH2:26][CH2:25][N:22]1[CH:23]=[CH:24][C:19](/[CH:14]=[CH:13]/[C:7]2[CH:12]=[CH:11][CH:10]=[CH:9][CH:8]=2)=[CH:20][C:21]1=[O:43])[C:28]([NH:30][O:31][CH:32]1[CH2:37][CH2:36][CH2:35][CH2:34][O:33]1)=[O:29]. The yield is 0.470.